Predict the reactants needed to synthesize the given product. From a dataset of Full USPTO retrosynthesis dataset with 1.9M reactions from patents (1976-2016). Given the product [O:1]1[C:5]2[CH:6]=[CH:7][C:8]([C:10]3[O:14][C:13]([S:15][CH2:17][C:18]([O:20][CH2:21][CH3:22])=[O:19])=[N:12][N:11]=3)=[CH:9][C:4]=2[CH2:3][CH2:2]1, predict the reactants needed to synthesize it. The reactants are: [O:1]1[C:5]2[CH:6]=[CH:7][C:8]([C:10]3[O:14][C:13]([SH:15])=[N:12][N:11]=3)=[CH:9][C:4]=2[CH2:3][CH2:2]1.Br[CH2:17][C:18]([O:20][CH2:21][CH3:22])=[O:19].